Dataset: Full USPTO retrosynthesis dataset with 1.9M reactions from patents (1976-2016). Task: Predict the reactants needed to synthesize the given product. Given the product [NH2:1][C:2]1[CH:3]=[C:4]([C:8]([NH:10][C@@:11]2([C:16]([OH:18])=[O:17])[CH2:15][CH2:14][O:13][CH2:12]2)=[O:9])[CH:5]=[N:6][CH:7]=1, predict the reactants needed to synthesize it. The reactants are: [NH2:1][C:2]1[CH:3]=[C:4]([C:8]([NH:10][C@@:11]2([C:16]([O:18]CCCC)=[O:17])[CH2:15][CH2:14][O:13][CH2:12]2)=[O:9])[CH:5]=[N:6][CH:7]=1.[OH-].[Na+].Cl.